Task: Predict the reactants needed to synthesize the given product.. Dataset: Full USPTO retrosynthesis dataset with 1.9M reactions from patents (1976-2016) (1) Given the product [CH2:1]([O:3][C:4]([C:6]1[C:11]([Br:12])=[CH:10][N:9]=[C:8]([NH:21][CH2:20][CH2:19][O:18][CH3:17])[N:7]=1)=[O:5])[CH3:2], predict the reactants needed to synthesize it. The reactants are: [CH2:1]([O:3][C:4]([C:6]1[C:11]([Br:12])=[CH:10][N:9]=[C:8](S(C)(=O)=O)[N:7]=1)=[O:5])[CH3:2].[CH3:17][O:18][CH2:19][CH2:20][NH2:21]. (2) The reactants are: BrC[C:3]1([O:25][CH3:26])[CH:11]=[C:10]2[C:6](=[C:7]([C:23]#[N:24])[CH:8]([C:14]3[CH:19]=[CH:18][C:17]([N+:20]([O-:22])=[O:21])=[CH:16][CH:15]=3)[N:9]2[CH2:12][CH3:13])[CH:5]=[CH:4]1.[NH:27]1[CH2:32][CH2:31][O:30][CH2:29][CH2:28]1.Cl[CH2:34]CCl. Given the product [CH2:12]([N:9]1[C:10]2[C:6](=[CH:5][C:4]([CH2:34][N:27]3[CH2:32][CH2:31][O:30][CH2:29][CH2:28]3)=[C:3]([O:25][CH3:26])[CH:11]=2)[C:7]([C:23]#[N:24])=[C:8]1[C:14]1[CH:15]=[CH:16][C:17]([N+:20]([O-:22])=[O:21])=[CH:18][CH:19]=1)[CH3:13], predict the reactants needed to synthesize it. (3) Given the product [CH:14]1([C:12]2[N:8]=[C:5]3[C:4]([CH3:9])=[CH:3][C:2]([I:1])=[CH:7][N:6]3[C:11]=2[CH3:17])[CH2:16][CH2:15]1, predict the reactants needed to synthesize it. The reactants are: [I:1][C:2]1[CH:3]=[C:4]([CH3:9])[C:5]([NH2:8])=[N:6][CH:7]=1.Br[CH:11]([CH3:17])[C:12]([CH:14]1[CH2:16][CH2:15]1)=O.[Cl-].[Cl-].[Ca+2]. (4) Given the product [Cl:9][C:5]1[CH:4]=[C:3]2[C:2](=[CH:7][C:6]=1[F:8])[N:1]=[C:24]([CH:18]1[CH2:23][CH2:22][CH2:21][CH2:20][CH2:19]1)[C:25]([C:26]#[N:27])=[C:10]2[C:12]1[CH:17]=[CH:16][CH:15]=[CH:14][CH:13]=1, predict the reactants needed to synthesize it. The reactants are: [NH2:1][C:2]1[CH:7]=[C:6]([F:8])[C:5]([Cl:9])=[CH:4][C:3]=1[C:10]([C:12]1[CH:17]=[CH:16][CH:15]=[CH:14][CH:13]=1)=O.[CH:18]1([C:24](=O)[CH2:25][C:26]#[N:27])[CH2:23][CH2:22][CH2:21][CH2:20][CH2:19]1.